From a dataset of TCR-epitope binding with 47,182 pairs between 192 epitopes and 23,139 TCRs. Binary Classification. Given a T-cell receptor sequence (or CDR3 region) and an epitope sequence, predict whether binding occurs between them. (1) The epitope is NLNESLIDL. The TCR CDR3 sequence is CASSFSGPSYEQYF. Result: 1 (the TCR binds to the epitope). (2) The epitope is FIAGLIAIV. The TCR CDR3 sequence is CASSDRQVYEQYF. Result: 1 (the TCR binds to the epitope). (3) The epitope is AMFWSVPTV. The TCR CDR3 sequence is CASSPTQGLAITGELFF. Result: 1 (the TCR binds to the epitope).